From a dataset of Full USPTO retrosynthesis dataset with 1.9M reactions from patents (1976-2016). Predict the reactants needed to synthesize the given product. (1) Given the product [Cl:19][C:20]1[C:25]([CH3:26])=[C:24]([Cl:27])[N:23]=[C:22]([C:2]2[CH:7]=[C:6]([O:8][CH3:9])[CH:5]=[CH:4][C:3]=2[C:10]([F:13])([F:12])[F:11])[N:21]=1, predict the reactants needed to synthesize it. The reactants are: Br[C:2]1[CH:7]=[C:6]([O:8][CH3:9])[CH:5]=[CH:4][C:3]=1[C:10]([F:13])([F:12])[F:11].C([Li])CCC.[Cl:19][C:20]1[C:25]([CH3:26])=[C:24]([Cl:27])[N:23]=[CH:22][N:21]=1.C(C1C(=O)C(Cl)=C(Cl)C(=O)C=1C#N)#N. (2) Given the product [C:11]([O:15][C:16](=[O:53])[NH:17][CH2:18][C:19]1[CH:24]=[CH:23][C:22]([C:25](=[O:52])[NH:26][CH2:27][C:28]2[CH:33]=[CH:32][C:31]([O:34][CH2:35][C:36]([N:38]3[CH2:42][C:41](=[O:43])[C@H:40]([O:44][Si:45]([C:48]([CH3:51])([CH3:50])[CH3:49])([CH3:47])[CH3:46])[CH2:39]3)=[O:37])=[CH:30][CH:29]=2)=[CH:21][CH:20]=1)([CH3:14])([CH3:12])[CH3:13], predict the reactants needed to synthesize it. The reactants are: C(Cl)(=O)C(Cl)=O.CS(C)=O.[C:11]([O:15][C:16](=[O:53])[NH:17][CH2:18][C:19]1[CH:24]=[CH:23][C:22]([C:25](=[O:52])[NH:26][CH2:27][C:28]2[CH:33]=[CH:32][C:31]([O:34][CH2:35][C:36]([N:38]3[CH2:42][C@@H:41]([OH:43])[C@H:40]([O:44][Si:45]([C:48]([CH3:51])([CH3:50])[CH3:49])([CH3:47])[CH3:46])[CH2:39]3)=[O:37])=[CH:30][CH:29]=2)=[CH:21][CH:20]=1)([CH3:14])([CH3:13])[CH3:12].C(N(CC)CC)C. (3) Given the product [CH:1]1([CH2:7][O:8][C:9]2[C:10]3[N:11]([C:15]([C:19]([NH:27][C@@H:26]([C:28]4[CH:33]=[CH:32][CH:31]=[CH:30][CH:29]=4)[C:25]([OH:34])=[O:24])=[O:21])=[C:16]([CH3:18])[N:17]=3)[CH:12]=[CH:13][CH:14]=2)[CH2:2][CH2:3][CH2:4][CH2:5][CH2:6]1, predict the reactants needed to synthesize it. The reactants are: [CH:1]1([CH2:7][O:8][C:9]2[C:10]3[N:11]([C:15]([C:19]([OH:21])=O)=[C:16]([CH3:18])[N:17]=3)[CH:12]=[CH:13][CH:14]=2)[CH2:6][CH2:5][CH2:4][CH2:3][CH2:2]1.Cl.C[O:24][C:25](=[O:34])[C@H:26]([C:28]1[CH:33]=[CH:32][CH:31]=[CH:30][CH:29]=1)[NH2:27].ON1C2C=CC=CC=2N=N1.C(N(C(C)C)CC)(C)C.N=C=N.C([NH+](CC)CC)C.C(=O)([O-])[O-].[N-]=C=O. (4) Given the product [Cl:24][C:23]1[C:22]([CH:25]2[O:26][CH2:27][CH2:28][O:29]2)=[C:21]([O:30][C:31]([F:33])([F:32])[F:34])[CH:20]=[C:3]2[C:2]=1[N:1]=[CH:35][N:6]([CH2:7][C:8]1[CH:13]=[C:12]([Cl:14])[CH:11]=[CH:10][C:9]=1[S:15]([CH2:18][CH3:19])(=[O:17])=[O:16])[C:4]2=[O:5], predict the reactants needed to synthesize it. The reactants are: [NH2:1][C:2]1[C:23]([Cl:24])=[C:22]([CH:25]2[O:29][CH2:28][CH2:27][O:26]2)[C:21]([O:30][C:31]([F:34])([F:33])[F:32])=[CH:20][C:3]=1[C:4]([NH:6][CH2:7][C:8]1[CH:13]=[C:12]([Cl:14])[CH:11]=[CH:10][C:9]=1[S:15]([CH2:18][CH3:19])(=[O:17])=[O:16])=[O:5].[CH3:35]C1C=CC(S(O)(=O)=O)=CC=1.